From a dataset of Peptide-MHC class II binding affinity with 134,281 pairs from IEDB. Regression. Given a peptide amino acid sequence and an MHC pseudo amino acid sequence, predict their binding affinity value. This is MHC class II binding data. (1) The peptide sequence is YTDVFSLDPTFTIETT. The MHC is HLA-DQA10501-DQB10201 with pseudo-sequence HLA-DQA10501-DQB10201. The binding affinity (normalized) is 0.724. (2) The peptide sequence is AAMGLRISSSFSFGG. The MHC is DRB1_1101 with pseudo-sequence DRB1_1101. The binding affinity (normalized) is 0.387. (3) The peptide sequence is VAANRIQLLALIATN. The MHC is DRB4_0101 with pseudo-sequence DRB4_0103. The binding affinity (normalized) is 0.0510. (4) The peptide sequence is PCKGDSVTIKLDGNL. The MHC is DRB1_0101 with pseudo-sequence DRB1_0101. The binding affinity (normalized) is 0.218. (5) The peptide sequence is CTGMLKRRLGLMSLS. The MHC is DRB1_0404 with pseudo-sequence DRB1_0404. The binding affinity (normalized) is 0.391. (6) The peptide sequence is LQLIRLAASLQHYGL. The MHC is DRB1_0802 with pseudo-sequence DRB1_0802. The binding affinity (normalized) is 0.992. (7) The peptide sequence is GELQNVDKIDAAFKI. The MHC is DRB1_1101 with pseudo-sequence DRB1_1101. The binding affinity (normalized) is 0.522. (8) The peptide sequence is ILPNTLVLDFCDDAL. The MHC is DRB1_1501 with pseudo-sequence DRB1_1501. The binding affinity (normalized) is 0.0999. (9) The MHC is HLA-DQA10501-DQB10201 with pseudo-sequence HLA-DQA10501-DQB10201. The peptide sequence is KMIGGIGGFVKVRQYDQIPI. The binding affinity (normalized) is 0.116. (10) The peptide sequence is MIIPKSLAGPISQHN. The MHC is DRB1_0802 with pseudo-sequence DRB1_0802. The binding affinity (normalized) is 0.181.